Dataset: Full USPTO retrosynthesis dataset with 1.9M reactions from patents (1976-2016). Task: Predict the reactants needed to synthesize the given product. (1) Given the product [Cl:8][C:9]1[CH:17]=[CH:16][C:12]([C:13]2[N:15]=[C:4]([O:5][C:24]3[CH:23]=[CH:22][CH:21]=[C:20]([C:19]([F:28])([F:27])[F:18])[CH:25]=3)[CH:3]=[CH:2][N:14]=2)=[CH:11][CH:10]=1, predict the reactants needed to synthesize it. The reactants are: Cl[C:2](Cl)=[CH:3][CH:4]=[O:5].Cl.[Cl:8][C:9]1[CH:17]=[CH:16][C:12]([C:13]([NH2:15])=[NH:14])=[CH:11][CH:10]=1.[F:18][C:19]([F:28])([F:27])[C:20]1[CH:21]=[C:22](O)[CH:23]=[CH:24][CH:25]=1.C(=O)([O-])[O-].[K+].[K+]. (2) The reactants are: [NH2:1][C:2]1[CH:7]=[C:6]([F:8])[C:5]([C:9]([F:12])([F:11])[F:10])=[CH:4][C:3]=1/[CH:13]=[CH:14]/[C:15]([O:17]CC)=O. Given the product [F:8][C:6]1[CH:7]=[C:2]2[C:3]([CH:13]=[CH:14][C:15](=[O:17])[NH:1]2)=[CH:4][C:5]=1[C:9]([F:12])([F:11])[F:10], predict the reactants needed to synthesize it. (3) Given the product [NH2:3][C:8]1[N:13]=[C:12]([CH2:14][C:15]([N:17]2[C:25]3[C:20](=[CH:21][C:22]([NH:26][C:27]([C:29]4[C:30]([C:35]5[CH:36]=[CH:37][C:38]([CH3:41])=[CH:39][CH:40]=5)=[CH:31][CH:32]=[CH:33][CH:34]=4)=[O:28])=[CH:23][CH:24]=3)[CH2:19][CH2:18]2)=[O:16])[CH:11]=[CH:10][N:9]=1, predict the reactants needed to synthesize it. The reactants are: CC1[N:3]([C:8]2[N:13]=[C:12]([CH2:14][C:15]([N:17]3[C:25]4[C:20](=[CH:21][C:22]([NH:26][C:27]([C:29]5[C:30]([C:35]6[CH:40]=[CH:39][C:38]([CH3:41])=[CH:37][CH:36]=6)=[CH:31][CH:32]=[CH:33][CH:34]=5)=[O:28])=[CH:23][CH:24]=4)[CH2:19][CH2:18]3)=[O:16])[CH:11]=[CH:10][N:9]=2)C(C)=CC=1.Cl.NO.C(N(CC)CC)C. (4) The reactants are: Br[C:2]1[N:6]([CH3:7])[CH:5]=[N:4][CH:3]=1.C[Mg]Br.CCOCC.[F:16][C:17]1[CH:18]=[C:19]([CH:26]=[CH:27][N:28]=1)[C:20](N(OC)C)=[O:21]. Given the product [F:16][C:17]1[CH:18]=[C:19]([C:20]([C:2]2[N:6]([CH3:7])[CH:5]=[N:4][CH:3]=2)=[O:21])[CH:26]=[CH:27][N:28]=1, predict the reactants needed to synthesize it. (5) Given the product [Br:16][C:17]1[C:22]2[N:23]([C:2]3[C:3](=[O:15])[N:4]([C@H:9]([CH:12]4[CH2:14][CH2:13]4)[CH2:10][CH3:11])[CH:5]=[C:6]([Cl:8])[N:7]=3)[CH2:24][CH2:25][O:26][C:21]=2[CH:20]=[C:19]([O:27][CH3:28])[CH:18]=1, predict the reactants needed to synthesize it. The reactants are: Cl[C:2]1[C:3](=[O:15])[N:4]([C@H:9]([CH:12]2[CH2:14][CH2:13]2)[CH2:10][CH3:11])[CH:5]=[C:6]([Cl:8])[N:7]=1.[Br:16][C:17]1[C:22]2[NH:23][CH2:24][CH2:25][O:26][C:21]=2[CH:20]=[C:19]([O:27][CH3:28])[CH:18]=1.